From a dataset of Reaction yield outcomes from USPTO patents with 853,638 reactions. Predict the reaction yield, written as a fraction of the theoretical maximum amount of product (1.0 means a 100% yield; for example, 0.34 means a 34% yield). (1) The reactants are [CH3:1][O:2][C:3]([C:5]1[CH:14]=[CH:13][C:12]2[C:7](=[CH:8][CH:9]=[C:10](Br)[CH:11]=2)[CH:6]=1)=[O:4].[F:16][C:17]([F:24])([F:23])[C:18]1[CH:22]=[CH:21][NH:20][N:19]=1. No catalyst specified. The product is [F:16][C:17]([F:24])([F:23])[C:18]1[N:19]([C:10]2[CH:11]=[C:12]3[C:7](=[CH:8][CH:9]=2)[CH:6]=[C:5]([C:3]([O:2][CH3:1])=[O:4])[CH:14]=[CH:13]3)[N:20]=[CH:21][CH:22]=1. The yield is 0.240. (2) The reactants are [C:1]1([C:7]2[O:11][C:10]([CH2:12][C:13]3[CH:18]=[CH:17][C:16]([OH:19])=[CH:15][CH:14]=3)=[CH:9][CH:8]=2)[CH:6]=[CH:5][CH:4]=[CH:3][CH:2]=1.C(OC([N:27]1[CH2:31][CH2:30][CH2:29][C@@H:28]1[CH2:32]OS(C1C=CC(C)=CC=1)(=O)=O)=O)(C)(C)C. No catalyst specified. The product is [C:1]1([C:7]2[O:11][C:10]([CH2:12][C:13]3[CH:14]=[CH:15][C:16]([O:19][CH2:32][C@H:28]4[CH2:29][CH2:30][CH2:31][NH:27]4)=[CH:17][CH:18]=3)=[CH:9][CH:8]=2)[CH:2]=[CH:3][CH:4]=[CH:5][CH:6]=1. The yield is 0.500. (3) The reactants are C(OC(=O)[NH:7][C:8]1[S:9][C:10]2[CH:16]=[C:15]([CH:17]([OH:24])[C:18]3[N:19]([CH3:23])[N:20]=[CH:21][CH:22]=3)[CH:14]=[C:13]([C:25]3[CH:33]=[CH:32][C:28]4[O:29][CH2:30][O:31][C:27]=4[CH:26]=3)[C:11]=2[N:12]=1)(C)(C)C.[SiH](CC)(CC)CC. The catalyst is C(O)(C(F)(F)F)=O. The product is [NH2:7][C:8]1[S:9][C:10]2[CH:16]=[C:15]([CH:17]([C:18]3[N:19]([CH3:23])[N:20]=[CH:21][CH:22]=3)[OH:24])[CH:14]=[C:13]([C:25]3[CH:33]=[CH:32][C:28]4[O:29][CH2:30][O:31][C:27]=4[CH:26]=3)[C:11]=2[N:12]=1. The yield is 0.250. (4) The reactants are [CH:1]([CH:4]1[CH2:12][C:11]2[C:6](=[C:7](Cl)[CH:8]=[CH:9][CH:10]=2)[C:5]1=[O:14])([CH3:3])[CH3:2].[C:15]([C:19]1[CH:24]=[CH:23][C:22](B(O)O)=[CH:21][CH:20]=1)([CH3:18])([CH3:17])[CH3:16].C(=O)([O-])[O-].[Na+].[Na+].C(O)CO. The catalyst is O. The product is [CH:1]([CH:4]1[CH2:12][C:11]2[C:6](=[C:7]([C:22]3[CH:23]=[CH:24][C:19]([C:15]([CH3:18])([CH3:17])[CH3:16])=[CH:20][CH:21]=3)[CH:8]=[CH:9][CH:10]=2)[C:5]1=[O:14])([CH3:3])[CH3:2]. The yield is 0.970. (5) The reactants are [C:1]([O:5][C:6](=[O:17])[CH2:7][C@@H:8]([CH2:15][OH:16])[CH2:9][C@H:10]([CH3:14])[CH2:11][CH2:12][CH3:13])([CH3:4])([CH3:3])[CH3:2].C(N(CC)CC)C.[S:25](Cl)([C:28]1[CH:34]=[CH:33][C:31]([CH3:32])=[CH:30][CH:29]=1)(=[O:27])=[O:26].Cl. The catalyst is C(Cl)Cl.CN(C1C=CN=CC=1)C. The product is [C:1]([O:5][C:6](=[O:17])[CH2:7][C@@H:8]([CH2:15][O:16][S:25]([C:28]1[CH:34]=[CH:33][C:31]([CH3:32])=[CH:30][CH:29]=1)(=[O:27])=[O:26])[CH2:9][C@H:10]([CH3:14])[CH2:11][CH2:12][CH3:13])([CH3:3])([CH3:2])[CH3:4]. The yield is 0.910. (6) The product is [C:2]1(=[O:12])[NH:6][C:5](=[O:7])[C:4]2=[CH:8][CH:9]=[CH:10][CH:11]=[C:3]12. The reactants are [K].[C:2]1(=[O:12])[NH:6][C:5](=[O:7])[C:4]2=[CH:8][CH:9]=[CH:10][CH:11]=[C:3]12. The catalyst is CN(C)C=O. The yield is 0.710. (7) The reactants are [CH2:1]([N:5]1[C:13]2[C:12](=[O:14])[N:11]([CH3:15])[C:10]([O:16][C:17]3[CH:22]=[CH:21][CH:20]=[CH:19][C:18]=3[C:23](=[O:25])[NH2:24])=[N:9][C:8]=2[N:7]=[C:6]1[N:26]1[CH2:31][CH2:30][N:29](C(OC(C)(C)C)=O)[CH2:28][CH2:27]1)[C:2]#[C:3][CH3:4].[ClH:39].C(OCC)(=O)C. The catalyst is CO. The product is [ClH:39].[CH2:1]([N:5]1[C:13]2[C:12](=[O:14])[N:11]([CH3:15])[C:10]([O:16][C:17]3[CH:22]=[CH:21][CH:20]=[CH:19][C:18]=3[C:23]([NH2:24])=[O:25])=[N:9][C:8]=2[N:7]=[C:6]1[N:26]1[CH2:31][CH2:30][NH:29][CH2:28][CH2:27]1)[C:2]#[C:3][CH3:4]. The yield is 0.960.